Dataset: Catalyst prediction with 721,799 reactions and 888 catalyst types from USPTO. Task: Predict which catalyst facilitates the given reaction. (1) Product: [CH2:1]([O:3][C:4]([C:5]1[C:6]([CH3:25])=[C:7]2[C:11](=[CH:12][C:13]=1[CH3:14])[N:15]=[C:16]([CH2:17][CH2:18][C:19](=[O:21])[NH:46][CH2:44][CH3:45])[N:41]([C:37]1[CH:38]=[CH:39][CH:31]=[CH:32][C:33]=1[Cl:56])[C:8]2=[O:10])=[O:26])[CH3:2]. The catalyst class is: 4. Reactant: [CH2:1]([O:3][C:4](=[O:26])[C:5]1[C:13]([CH3:14])=[CH:12][C:11]([NH:15][C:16](=O)[CH2:17][CH2:18][C:19]([O:21]CC)=O)=[C:7]([C:8]([OH:10])=O)[C:6]=1[CH3:25])[CH3:2].C(OC(=O)[C:31]1[C:39](C)=[CH:38][C:37]([NH2:41])=[C:33](C(O)=O)[C:32]=1C)C.[CH2:44]([N:46](CC)CC)[CH3:45].C(C(CC(Cl)=O)C([Cl:56])=O)C. (2) Reactant: Cl[CH2:2][CH2:3][NH:4][C:5](=O)[CH3:6].P(Cl)(Cl)(Cl)(Cl)Cl.C1(C)C=CC=CC=1.Cl.[NH2:22][C:23]1[CH:24]=[C:25]([C:29]2[O:30][CH:31]=[CH:32][C:33]=2[C:34]([O:36][CH2:37][CH3:38])=[O:35])[CH:26]=[CH:27][CH:28]=1. Product: [CH3:6][C:5]1[N:22]([C:23]2[CH:24]=[C:25]([C:29]3[O:30][CH:31]=[CH:32][C:33]=3[C:34]([O:36][CH2:37][CH3:38])=[O:35])[CH:26]=[CH:27][CH:28]=2)[CH2:2][CH2:3][N:4]=1. The catalyst class is: 13. (3) The catalyst class is: 10. Product: [C:24]([CH2:23][CH2:22][CH2:21][N:11]1[CH2:12][CH2:13][N:8]([C:3]2[CH:4]=[CH:5][CH:6]=[CH:7][C:2]=2[F:1])[CH2:9][CH2:10]1)#[N:25]. Reactant: [F:1][C:2]1[CH:7]=[CH:6][CH:5]=[CH:4][C:3]=1[N:8]1[CH2:13][CH2:12][NH:11][CH2:10][CH2:9]1.C([O-])([O-])=O.[K+].[K+].Br[CH2:21][CH2:22][CH2:23][C:24]#[N:25]. (4) Reactant: [CH3:1][C:2]1[CH:14]=[C:13]([C:15]2[CH2:19][C@:18]([C:24]3[CH:29]=[C:28]([Cl:30])[C:27]([Cl:31])=[C:26]([Cl:32])[CH:25]=3)([C:20]([F:23])([F:22])[F:21])[O:17][N:16]=2)[CH:12]=[CH:11][C:3]=1[C:4]([O:6]C(C)(C)C)=[O:5].FC(F)(F)C(O)=O. Product: [CH3:1][C:2]1[CH:14]=[C:13]([C:15]2[CH2:19][C@:18]([C:24]3[CH:29]=[C:28]([Cl:30])[C:27]([Cl:31])=[C:26]([Cl:32])[CH:25]=3)([C:20]([F:23])([F:22])[F:21])[O:17][N:16]=2)[CH:12]=[CH:11][C:3]=1[C:4]([OH:6])=[O:5]. The catalyst class is: 4.